Dataset: Reaction yield outcomes from USPTO patents with 853,638 reactions. Task: Predict the reaction yield, written as a fraction of the theoretical maximum amount of product (1.0 means a 100% yield; for example, 0.34 means a 34% yield). The reactants are [Cl:1][C:2]1[C:3]([C:18]2[N:22]([CH3:23])[C:21]3[CH:24]=[CH:25][CH:26]=[CH:27][C:20]=3[N:19]=2)=[CH:4][C:5]([N:8]2[CH2:13][CH2:12][CH:11]([C:14]([O:16]C)=[O:15])[CH2:10][CH2:9]2)=[N:6][CH:7]=1.[OH-].[Na+].CO.Cl. The catalyst is C1COCC1. The product is [Cl:1][C:2]1[C:3]([C:18]2[N:22]([CH3:23])[C:21]3[CH:24]=[CH:25][CH:26]=[CH:27][C:20]=3[N:19]=2)=[CH:4][C:5]([N:8]2[CH2:9][CH2:10][CH:11]([C:14]([OH:16])=[O:15])[CH2:12][CH2:13]2)=[N:6][CH:7]=1. The yield is 0.670.